This data is from CYP2C9 inhibition data for predicting drug metabolism from PubChem BioAssay. The task is: Regression/Classification. Given a drug SMILES string, predict its absorption, distribution, metabolism, or excretion properties. Task type varies by dataset: regression for continuous measurements (e.g., permeability, clearance, half-life) or binary classification for categorical outcomes (e.g., BBB penetration, CYP inhibition). Dataset: cyp2c9_veith. (1) The result is 1 (inhibitor). The molecule is COc1ccc(/C=N/NC(=O)c2cc(-c3ccc(C)cc3C)nc3ccccc23)cc1COC(C)=O. (2) The result is 1 (inhibitor). The molecule is COC(=O)[C@@]1(Cc2ccc(OC)cc2)[C@H]2c3cc(C(=O)N4CCCC4)n(CCF)c3C[C@H]2CN1C(=O)c1ccccc1. (3) The molecule is CC(C)CN1CC2(CCN(S(=O)(=O)c3ccccc3)CC2)C1. The result is 0 (non-inhibitor).